From a dataset of Reaction yield outcomes from USPTO patents with 853,638 reactions. Predict the reaction yield, written as a fraction of the theoretical maximum amount of product (1.0 means a 100% yield; for example, 0.34 means a 34% yield). (1) The reactants are [N+:1]([C:4]1[CH:21]=[CH:20][C:7]2[N:8]=[C:9]([NH:11][C:12](=[O:19])[C:13]3[CH:18]=[CH:17][CH:16]=[N:15][CH:14]=3)[S:10][C:6]=2[CH:5]=1)([O-])=O. The catalyst is CS(C)=O.[Pd]. The product is [NH2:1][C:4]1[CH:21]=[CH:20][C:7]2[N:8]=[C:9]([NH:11][C:12](=[O:19])[C:13]3[CH:18]=[CH:17][CH:16]=[N:15][CH:14]=3)[S:10][C:6]=2[CH:5]=1. The yield is 1.00. (2) The reactants are [Cl:1][C:2]1[N:11]=[CH:10][C:9]2[N:8]([CH2:12][C:13]([F:16])([F:15])[F:14])[C:7](=[O:17])[CH:6]3[CH2:18][O:19][CH2:20][CH2:21][N:5]3[C:4]=2[N:3]=1.IC.[CH3:24]C([O-])(C)C.[Na+]. The catalyst is CS(C)=O. The product is [Cl:1][C:2]1[N:11]=[CH:10][C:9]2[N:8]([CH2:12][C:13]([F:16])([F:15])[F:14])[C:7](=[O:17])[C:6]3([CH3:24])[CH2:18][O:19][CH2:20][CH2:21][N:5]3[C:4]=2[N:3]=1. The yield is 0.240. (3) The reactants are [OH2:1].C.[Se](=O)=O.C([C:9]1[CH:14]=[CH:13][CH:12]=[CH:11][C:10]=1[NH:15][S:16]([C:19]1[CH:24]=[CH:23][CH:22]=[CH:21][CH:20]=1)(=[O:18])=[O:17])(=O)C.[O:25]1[CH2:30][CH2:29][O:28][CH2:27][CH2:26]1. No catalyst specified. The product is [CH2:26]([O:25][CH:30]([OH:1])[C:29]([C:12]1[CH:11]=[C:10]([NH:15][S:16]([C:19]2[CH:20]=[CH:21][CH:22]=[CH:23][CH:24]=2)(=[O:17])=[O:18])[CH:9]=[CH:14][CH:13]=1)=[O:28])[CH3:27]. The yield is 0.460. (4) The reactants are [C:1]([O:5][C:6]([NH:8][CH:9]1[CH:13]([OH:14])[CH2:12][N:11]([C:15]([O:17][CH2:18][C:19]2[CH:24]=[CH:23][CH:22]=[CH:21][CH:20]=2)=[O:16])[CH2:10]1)=[O:7])([CH3:4])([CH3:3])[CH3:2].[H-].[Na+].[CH2:27](Br)[CH:28]=[CH2:29].O. The catalyst is C1COCC1. The product is [CH2:29]([O:14][C@@H:13]1[C@@H:9]([NH:8][C:6]([O:5][C:1]([CH3:4])([CH3:2])[CH3:3])=[O:7])[CH2:10][N:11]([C:15]([O:17][CH2:18][C:19]2[CH:24]=[CH:23][CH:22]=[CH:21][CH:20]=2)=[O:16])[CH2:12]1)[CH:28]=[CH2:27]. The yield is 0.730. (5) The reactants are [S:1]1[C:5]2[CH:6]=[CH:7][CH:8]=[CH:9][C:4]=2[N:3]=[C:2]1[CH:10]([C:13]1[CH:18]=[CH:17][N:16]=[C:15](Cl)[N:14]=1)[C:11]#[N:12].[CH3:20][O:21][C:22]1[CH:27]=[CH:26][C:25]([OH:28])=[CH:24][CH:23]=1.C(=O)([O-])[O-].[Cs+].[Cs+]. The catalyst is CS(C)=O. The product is [S:1]1[C:5]2[CH:6]=[CH:7][CH:8]=[CH:9][C:4]=2[N:3]=[C:2]1[CH:10]([C:13]1[CH:18]=[CH:17][N:16]=[C:15]([O:28][C:25]2[CH:26]=[CH:27][C:22]([O:21][CH3:20])=[CH:23][CH:24]=2)[N:14]=1)[C:11]#[N:12]. The yield is 0.510.